From a dataset of NCI-60 drug combinations with 297,098 pairs across 59 cell lines. Regression. Given two drug SMILES strings and cell line genomic features, predict the synergy score measuring deviation from expected non-interaction effect. Drug 1: CC12CCC3C(C1CCC2=O)CC(=C)C4=CC(=O)C=CC34C. Drug 2: CC1=C2C(C(=O)C3(C(CC4C(C3C(C(C2(C)C)(CC1OC(=O)C(C(C5=CC=CC=C5)NC(=O)C6=CC=CC=C6)O)O)OC(=O)C7=CC=CC=C7)(CO4)OC(=O)C)O)C)OC(=O)C. Cell line: SR. Synergy scores: CSS=33.7, Synergy_ZIP=-5.23, Synergy_Bliss=-11.4, Synergy_Loewe=-14.6, Synergy_HSA=-10.2.